Dataset: Reaction yield outcomes from USPTO patents with 853,638 reactions. Task: Predict the reaction yield, written as a fraction of the theoretical maximum amount of product (1.0 means a 100% yield; for example, 0.34 means a 34% yield). (1) The reactants are Br[CH2:2][CH2:3][CH2:4][O:5][C:6]1[CH:15]=[C:14]2[C:9]([C:10](=[O:24])[N:11]([CH2:16][O:17][C:18](=[O:23])[C:19]([CH3:22])([CH3:21])[CH3:20])[CH:12]=[N:13]2)=[CH:8][C:7]=1[O:25][CH3:26].[NH:27]1[CH2:32][CH2:31][CH2:30][CH2:29][CH2:28]1. No catalyst specified. The product is [CH3:26][O:25][C:7]1[CH:8]=[C:9]2[C:14](=[CH:15][C:6]=1[O:5][CH2:4][CH2:3][CH2:2][N:27]1[CH2:32][CH2:31][CH2:30][CH2:29][CH2:28]1)[N:13]=[CH:12][N:11]([CH2:16][O:17][C:18](=[O:23])[C:19]([CH3:22])([CH3:21])[CH3:20])[C:10]2=[O:24]. The yield is 0.830. (2) The yield is 0.590. The product is [Cl:24][C:2]1[N:3]=[N+:4]([O-:12])[C:5]2[CH:11]=[CH:10][CH:9]=[CH:8][C:6]=2[N:7]=1. The catalyst is O. The reactants are O[C:2]1[N:3]=[N+:4]([O-:12])[C:5]2[CH:11]=[CH:10][CH:9]=[CH:8][C:6]=2[N:7]=1.CN(C)C1C=CC=CC=1.O=P(Cl)(Cl)[Cl:24]. (3) The reactants are [H-].[Na+].[CH:3]1([C:6]2[C:7]([CH:16]([C:19]3[CH:24]=[C:23]([CH3:25])[CH:22]=[C:21](C)[CH:20]=3)C#N)=[N:8][C:9]([O:14][CH3:15])=[N:10][C:11]=2[O:12][CH3:13])[CH2:5][CH2:4]1.[O:27]=O.C(OCC)(=O)C.[CH3:35][N:36](C=O)C. No catalyst specified. The product is [CH:3]1([C:6]2[C:7]([C:16]([C:19]3[CH:20]=[C:21]([CH:22]=[C:23]([CH3:25])[CH:24]=3)[C:35]#[N:36])=[O:27])=[N:8][C:9]([O:14][CH3:15])=[N:10][C:11]=2[O:12][CH3:13])[CH2:5][CH2:4]1. The yield is 0.480. (4) The reactants are [NH2:1][C:2]1[CH:7]=[CH:6][C:5]([OH:8])=[CH:4][CH:3]=1.[Cl:9][CH2:10][C:11](Cl)=[O:12]. The catalyst is CC(O)=O.CC(O[Na])=O. The product is [Cl:9][CH2:10][C:11]([NH:1][C:2]1[CH:7]=[CH:6][C:5]([OH:8])=[CH:4][CH:3]=1)=[O:12]. The yield is 0.400. (5) The reactants are Cl.[NH2:2][C@H:3]1[C@@H:8]2[CH2:9][C@@H:5]([CH2:6][CH2:7]2)[C@H:4]1[C:10]([O:12][CH3:13])=[O:11].C([O-])(=O)C.[Na+].[F:19][C:20]1[CH:27]=[CH:26][C:23]([CH:24]=O)=[CH:22][CH:21]=1.C([BH3-])#N.[Na+].C(=O)(O)[O-].[Na+]. The catalyst is CO.C(OCC)(=O)C. The product is [F:19][C:20]1[CH:27]=[CH:26][C:23]([CH2:24][NH:2][C@H:3]2[C@@H:8]3[CH2:9][C@@H:5]([CH2:6][CH2:7]3)[C@H:4]2[C:10]([O:12][CH3:13])=[O:11])=[CH:22][CH:21]=1. The yield is 0.980. (6) The reactants are [OH:1][CH2:2][CH2:3][O:4][CH2:5][CH2:6][O:7][CH2:8][CH2:9][O:10][CH2:11][CH2:12][N:13]1[C:21](=[O:22])[C:20]2[C:15](=[CH:16][CH:17]=[CH:18][CH:19]=2)[C:14]1=[O:23].CCN(CC)CC.[S:31](Cl)([C:34]1[CH:40]=[CH:39][C:37]([CH3:38])=[CH:36][CH:35]=1)(=[O:33])=[O:32]. The catalyst is CN(C1C=CN=CC=1)C.C(Cl)Cl. The product is [CH3:38][C:37]1[CH:39]=[CH:40][C:34]([S:31]([O:1][CH2:2][CH2:3][O:4][CH2:5][CH2:6][O:7][CH2:8][CH2:9][O:10][CH2:11][CH2:12][N:13]2[C:14](=[O:23])[C:15]3[C:20](=[CH:19][CH:18]=[CH:17][CH:16]=3)[C:21]2=[O:22])(=[O:33])=[O:32])=[CH:35][CH:36]=1. The yield is 0.870. (7) The reactants are C([Si]([O:8][CH2:9][C:10]1[CH:15]=[C:14]([O:16][CH2:17][CH3:18])[C:13]([F:19])=[C:12]([O:20][CH2:21][CH3:22])[CH:11]=1)(C)C)(C)(C)C. The catalyst is CO. The product is [CH2:21]([O:20][C:12]1[CH:11]=[C:10]([CH2:9][OH:8])[CH:15]=[C:14]([O:16][CH2:17][CH3:18])[C:13]=1[F:19])[CH3:22]. The yield is 1.00.